From a dataset of Reaction yield outcomes from USPTO patents with 853,638 reactions. Predict the reaction yield, written as a fraction of the theoretical maximum amount of product (1.0 means a 100% yield; for example, 0.34 means a 34% yield). (1) The reactants are [CH3:1][C:2]1[CH:7]=[C:6]([CH3:8])[CH:5]=[C:4]([O:9]CC(C)=C)[C:3]=1[CH3:14].C(N(CC)[C:18]1[CH:23]=CC=C[CH:19]=1)C.Cl.[C:27](OCC)(=O)C. No catalyst specified. The product is [CH3:27][C:5]1[C:6]([CH3:8])=[CH:7][C:2]([CH3:1])=[C:3]([CH2:14][C:18]([CH3:23])=[CH2:19])[C:4]=1[OH:9]. The yield is 0.850. (2) The yield is 0.740. The reactants are [C:1]([OH:9])(=O)[C:2]1[CH:7]=[CH:6][CH:5]=[N:4][CH:3]=1.C(Cl)(=O)C(Cl)=O.[NH2:16][CH2:17][CH2:18][NH:19][C:20](=[O:26])[O:21][C:22]([CH3:25])([CH3:24])[CH3:23].CCN(CC)CC. The product is [C:1]([NH:16][CH2:17][CH2:18][NH:19][C:20](=[O:26])[O:21][C:22]([CH3:24])([CH3:23])[CH3:25])(=[O:9])[C:2]1[CH:7]=[CH:6][CH:5]=[N:4][CH:3]=1. The catalyst is C(Cl)Cl.CN(C=O)C. (3) The reactants are C[Si](C)(C)CCOC[N:7]1[C:11]2[N:12]=[CH:13][N:14]=[C:15]([C:16]3[CH:17]=[N:18][N:19]([CH:21]([CH2:25][C:26]#[N:27])[CH2:22][C:23]#[N:24])[CH:20]=3)[C:10]=2[CH:9]=[CH:8]1.C(#N)C.F[B-](F)(F)F.[Li+].[OH-].[NH4+]. The catalyst is O. The product is [N:12]1[C:11]2[NH:7][CH:8]=[CH:9][C:10]=2[C:15]([C:16]2[CH:17]=[N:18][N:19]([CH:21]([CH2:22][C:23]#[N:24])[CH2:25][C:26]#[N:27])[CH:20]=2)=[N:14][CH:13]=1. The yield is 0.910. (4) The reactants are [Cl:1][C:2]1[CH:3]=[CH:4][C:5]([N:15]2[CH:19]=[C:18]([C:20]([F:23])([F:22])[F:21])[N:17]=[N:16]2)=[C:6]([C:8]2[N:13]=[CH:12][N:11]=[C:10]([OH:14])[CH:9]=2)[CH:7]=1.CN(C([O:31]N1N=NC2C=CC=NC1=2)=[N+](C)C)C.F[P-](F)(F)(F)(F)F.C1CCN2C(=NCCC2)CC1.N[C@@H:60]1[C:76]2[CH:77]=[C:72]([CH:73]=[CH:74][N:75]=2)[C:71]2[N:70]([CH3:78])[N:69]=[CH:68][C:67]=2[NH:66][C:65](=[O:79])[C@H:64]([CH3:80])[CH2:63][CH2:62][CH2:61]1.CN([CH:84]=[O:85])C. The catalyst is C(#N)C. The product is [F:21][C:20]([F:23])([F:22])[C:84]([OH:85])=[O:31].[Cl:1][C:2]1[CH:3]=[CH:4][C:5]([N:15]2[CH:19]=[C:18]([C:20]([F:21])([F:23])[F:22])[N:17]=[N:16]2)=[C:6]([C:8]2[N:13]=[CH:12][N:11]([C@@H:60]3[C:76]4[CH:77]=[C:72]([CH:73]=[CH:74][N:75]=4)[C:71]4[N:70]([CH3:78])[N:69]=[CH:68][C:67]=4[NH:66][C:65](=[O:79])[C@H:64]([CH3:80])[CH2:63][CH2:62][CH2:61]3)[C:10](=[O:14])[CH:9]=2)[CH:7]=1. The yield is 0.531. (5) The reactants are [Li+].C[Si]([N-][Si](C)(C)C)(C)C.[CH3:11][C:12]1[CH:17]=[CH:16][N:15]=[CH:14][C:13]=1[NH2:18].F[C:20]1[CH:25]=[CH:24][CH:23]=[CH:22][C:21]=1[N+:26]([O-:28])=[O:27]. The catalyst is C1COCC1.CCCCCC.C(OCC)(=O)C. The product is [CH3:11][C:12]1[CH:17]=[CH:16][N:15]=[CH:14][C:13]=1[NH:18][C:20]1[CH:25]=[CH:24][CH:23]=[CH:22][C:21]=1[N+:26]([O-:28])=[O:27]. The yield is 0.283. (6) The reactants are [CH:1]([C:4]1[CH:8]=[CH:7][NH:6][N:5]=1)([CH3:3])[CH3:2].Cl[C:10]1[CH:19]=[C:18]([O:20]CC2C=CC(OC)=CC=2)[C:17]2[C:12](=[C:13]([Cl:32])[C:14]([O:30][CH3:31])=[CH:15][CH:16]=2)[N:11]=1.O. The catalyst is CN1CCCC1=O. The product is [Cl:32][C:13]1[C:14]([O:30][CH3:31])=[CH:15][CH:16]=[C:17]2[C:12]=1[N:11]=[C:10]([N:6]1[CH:7]=[CH:8][C:4]([CH:1]([CH3:3])[CH3:2])=[N:5]1)[CH:19]=[C:18]2[OH:20]. The yield is 0.350. (7) The yield is 0.630. The catalyst is CO. The product is [Cl:1][C:2]1[CH:9]=[CH:8][C:5]([CH:17]([O:18][CH3:19])[O:21][CH3:22])=[C:4]([C:10]([F:11])([F:12])[F:13])[CH:3]=1. The reactants are [Cl:1][C:2]1[CH:9]=[CH:8][C:5](C=O)=[C:4]([C:10]([F:13])([F:12])[F:11])[CH:3]=1.C(O[CH:17]([O:21][CH2:22]C)[O:18][CH2:19]C)C.CO[Na].